This data is from Catalyst prediction with 721,799 reactions and 888 catalyst types from USPTO. The task is: Predict which catalyst facilitates the given reaction. (1) Reactant: [C:1]1(=[O:12])[C:10]2[C:5](=[CH:6][CH:7]=[CH:8][CH:9]=2)[CH:4]=[CH:3][C:2]1=[O:11].[Si:13]([O:30][CH2:31][CH:32]([OH:35])[CH2:33][SH:34])([C:26]([CH3:29])([CH3:28])[CH3:27])([C:20]1[CH:25]=[CH:24][CH:23]=[CH:22][CH:21]=1)[C:14]1[CH:19]=[CH:18][CH:17]=[CH:16][CH:15]=1.C(N(C(C)C)CC)(C)C.C(OCC)(=O)C. Product: [Si:13]([O:30][CH2:31][CH:32]1[O:35][C:4]2[C:5]3[C:10]([C:1](=[O:12])[C:2](=[O:11])[C:3]=2[S:34][CH2:33]1)=[CH:9][CH:8]=[CH:7][CH:6]=3)([C:26]([CH3:29])([CH3:27])[CH3:28])([C:20]1[CH:25]=[CH:24][CH:23]=[CH:22][CH:21]=1)[C:14]1[CH:15]=[CH:16][CH:17]=[CH:18][CH:19]=1. The catalyst class is: 10. (2) Reactant: [C:1]1([C:7]#[C:8][CH2:9][N:10]([CH2:32][C:33]#[C:34][C:35]2[CH:40]=[CH:39][CH:38]=[CH:37][CH:36]=2)[CH:11]2[CH2:16][CH2:15][N:14]([CH2:17][CH2:18][N:19]3[C:28]4[C:23](=[CH:24][CH:25]=[C:26]([O:29][CH3:30])[CH:27]=4)[N:22]=[CH:21][C:20]3=[O:31])[CH2:13][CH2:12]2)[CH:6]=[CH:5][CH:4]=[CH:3][CH:2]=1.[ClH:41].C(OCC)(=O)C. Product: [ClH:41].[C:35]1([C:34]#[C:33][CH2:32][N:10]([CH2:9][C:8]#[C:7][C:1]2[CH:6]=[CH:5][CH:4]=[CH:3][CH:2]=2)[CH:11]2[CH2:16][CH2:15][N:14]([CH2:17][CH2:18][N:19]3[C:28]4[C:23](=[CH:24][CH:25]=[C:26]([O:29][CH3:30])[CH:27]=4)[N:22]=[CH:21][C:20]3=[O:31])[CH2:13][CH2:12]2)[CH:40]=[CH:39][CH:38]=[CH:37][CH:36]=1. The catalyst class is: 13. (3) Reactant: [OH:1][CH:2]([CH3:13])[CH2:3][NH:4][C:5](=[O:12])[C:6]1[CH:11]=[CH:10][N:9]=[CH:8][CH:7]=1.CC(OI1(OC(C)=O)(OC(C)=O)OC(=O)C2C=CC=CC1=2)=O. Product: [O:1]=[C:2]([CH3:13])[CH2:3][NH:4][C:5](=[O:12])[C:6]1[CH:7]=[CH:8][N:9]=[CH:10][CH:11]=1. The catalyst class is: 4. (4) Reactant: [CH3:1][C:2]1([C:7]2[CH:12]=[CH:11][CH:10]=[CH:9][CH:8]=2)[O:6]CCO1.S([O-])(O[CH2:17][CH2:18][CH2:19][CH2:20][CH2:21][CH2:17][CH2:18][CH2:19][CH2:20][CH2:21]CC)(=O)=O.[Na+].O.[C:32]1(C)C=CC(S(O)(=O)=O)=CC=1.C(OCC)C. Product: [C:7]1([C:2]([C:1]2[CH:21]=[CH:20][CH:19]=[CH:18][CH:17]=2)([OH:6])[CH3:32])[CH:8]=[CH:9][CH:10]=[CH:11][CH:12]=1. The catalyst class is: 6. (5) Reactant: CN(C(ON1N=NC2C=CC=NC1=2)=[N+](C)C)C.F[P-](F)(F)(F)(F)F.[Cl:25][C:26]1[C:30]([Cl:31])=[C:29]([CH3:32])[NH:28][C:27]=1[C:33]([NH:35][C@H:36]1[CH2:41][CH2:40][N:39]([C:42]2[CH:50]=[C:49]([C:51]([O:53][CH2:54][CH3:55])=[O:52])[C:45]([C:46]([OH:48])=O)=[CH:44][N:43]=2)[CH2:38][C@H:37]1[O:56][CH3:57])=[O:34].CCN(CC)CC.[C:65]([NH2:74])([C:68]1[CH:73]=[CH:72][CH:71]=[CH:70][CH:69]=1)([CH3:67])[CH3:66]. Product: [Cl:25][C:26]1[C:30]([Cl:31])=[C:29]([CH3:32])[NH:28][C:27]=1[C:33]([NH:35][C@H:36]1[CH2:41][CH2:40][N:39]([C:42]2[CH:50]=[C:49]([C:45]([C:46]([NH:74][C:65]([CH3:67])([C:68]3[CH:73]=[CH:72][CH:71]=[CH:70][CH:69]=3)[CH3:66])=[O:48])=[CH:44][N:43]=2)[C:51]([O:53][CH2:54][CH3:55])=[O:52])[CH2:38][C@H:37]1[O:56][CH3:57])=[O:34]. The catalyst class is: 18. (6) Reactant: [H-].[Na+].[CH2:3]([O:10][C:11]1[CH:16]=[CH:15][N:14]=[C:13]([NH:17][C:18]2[CH:23]=[CH:22][CH:21]=[CH:20][N:19]=2)[CH:12]=1)[C:4]1[CH:9]=[CH:8][CH:7]=[CH:6][CH:5]=1.Br[CH2:25][CH2:26][CH2:27][CH2:28][CH2:29][CH2:30][C:31]([O:33][CH2:34][CH3:35])=[O:32].[O-]S([O-])(=S)=O.[Na+].[Na+]. Product: [CH2:34]([O:33][C:31](=[O:32])[CH2:30][CH2:29][CH2:28][CH2:27][CH2:26][CH2:25][N:17]([C:13]1[CH:12]=[C:11]([O:10][CH2:3][C:4]2[CH:5]=[CH:6][CH:7]=[CH:8][CH:9]=2)[CH:16]=[CH:15][N:14]=1)[C:18]1[CH:23]=[CH:22][CH:21]=[CH:20][N:19]=1)[CH3:35]. The catalyst class is: 31. (7) Reactant: [Br:1][C:2]1[CH:3]=[CH:4][C:5]([OH:10])=[C:6]([CH:9]=1)[CH:7]=[O:8].C([O-])([O-])=O.[K+].[K+].O.C[CH2:19][O:20][C:21]([CH3:23])=O. Product: [Br:1][C:2]1[CH:3]=[CH:4][C:5]([O:10][CH2:23][C@@H:21]2[CH2:19][O:20]2)=[C:6]([CH:9]=1)[CH:7]=[O:8]. The catalyst class is: 3. (8) Reactant: Br[C@@H:2]1[CH2:10][C:9]2[C:4](=[CH:5][CH:6]=[CH:7][CH:8]=2)[C@H:3]1[OH:11].[N-:12]=[N+]=[N-].[Na+].O. Product: [OH:11][C@@H:3]1[C:4]2[C:9](=[CH:8][CH:7]=[CH:6][CH:5]=2)[CH2:10][C@@H:2]1[NH2:12]. The catalyst class is: 3. (9) The catalyst class is: 2. Product: [C:1]([O:5][C:6]([N:8]1[CH2:12][CH2:11][CH:10]([CH2:13][NH:14][C:16]2[O:17][C:18]3[CH:24]=[C:23]([Cl:25])[CH:22]=[CH:21][C:19]=3[N:20]=2)[CH2:9]1)=[O:7])([CH3:4])([CH3:3])[CH3:2]. Reactant: [C:1]([O:5][C:6]([N:8]1[CH2:12][CH2:11][CH:10]([CH2:13][NH2:14])[CH2:9]1)=[O:7])([CH3:4])([CH3:3])[CH3:2].Cl[C:16]1[O:17][C:18]2[CH:24]=[C:23]([Cl:25])[CH:22]=[CH:21][C:19]=2[N:20]=1.CCN(CC)CC. (10) The catalyst class is: 99. Reactant: [CH3:1][C:2]1[CH:14]=[CH:13][C:5]([N:6]([CH2:10][CH2:11][CH3:12])[CH2:7][CH2:8][CH3:9])=[CH:4][C:3]=1[N+:15]([O-])=O. Product: [CH3:1][C:2]1[CH:14]=[CH:13][C:5]([N:6]([CH2:10][CH2:11][CH3:12])[CH2:7][CH2:8][CH3:9])=[CH:4][C:3]=1[NH2:15].